This data is from Catalyst prediction with 721,799 reactions and 888 catalyst types from USPTO. The task is: Predict which catalyst facilitates the given reaction. Reactant: [C:1]([O:5][C:6]([N:8]1[CH2:11][CH2:10][C@H:9]1[CH2:12][O:13][C:14]1[CH:15]=[N:16][CH:17]=[C:18]([Sn](C)(C)C)[CH:19]=1)=[O:7])([CH3:4])([CH3:3])[CH3:2].[CH2:24]([O:31][CH2:32][CH2:33][C:34]1[CH:39]=[CH:38][C:37](I)=[CH:36][CH:35]=1)[C:25]1[CH:30]=[CH:29][CH:28]=[CH:27][CH:26]=1.[F-].[Cs+]. The catalyst class is: 441. Product: [CH2:24]([O:31][CH2:32][CH2:33][C:34]1[CH:39]=[CH:38][C:37]([C:18]2[CH:17]=[N:16][CH:15]=[C:14]([O:13][CH2:12][C@@H:9]3[CH2:10][CH2:11][N:8]3[C:6]([O:5][C:1]([CH3:4])([CH3:3])[CH3:2])=[O:7])[CH:19]=2)=[CH:36][CH:35]=1)[C:25]1[CH:30]=[CH:29][CH:28]=[CH:27][CH:26]=1.